From a dataset of Reaction yield outcomes from USPTO patents with 853,638 reactions. Predict the reaction yield, written as a fraction of the theoretical maximum amount of product (1.0 means a 100% yield; for example, 0.34 means a 34% yield). (1) The reactants are [CH3:1][NH2:2].Cl.[OH-].[Na+].[CH3:6][O:7][C:8]1[CH:13]=[CH:12][N:11]=[C:10]2[N:14]([CH:17]([C:21]3[CH:26]=[CH:25][CH:24]=[CH:23][CH:22]=3)[CH2:18][CH:19]=O)[CH:15]=[CH:16][C:9]=12.O. The catalyst is CO. The product is [CH3:6][O:7][C:8]1[CH:13]=[CH:12][N:11]=[C:10]2[N:14]([CH:17]([C:21]3[CH:26]=[CH:25][CH:24]=[CH:23][CH:22]=3)[CH2:18][CH2:19][NH:2][CH3:1])[CH:15]=[CH:16][C:9]=12. The yield is 0.210. (2) The reactants are [CH:1]1([C:4]2[O:8][N:7]=[C:6]([C:9]([OH:11])=O)[CH:5]=2)[CH2:3][CH2:2]1.C(N(CC)CC)C.[Cl:19][C:20]1[C:28]2[C:23](=[CH:24][CH:25]=[CH:26][CH:27]=2)[N:22]([C:29]2[CH:48]=[CH:47][C:32]([CH2:33][NH:34][C:35]([C:37]3([NH:40]C(=O)C(F)(F)F)[CH2:39][CH2:38]3)=[O:36])=[C:31](F)[CH:30]=2)[C:21]=1[C:50]1[N:51]=[N:52][N:53]([CH3:55])[N:54]=1.CN(C(ON1N=NC2C=CC=NC1=2)=[N+](C)C)C.F[P-](F)(F)(F)(F)F. The catalyst is CN(C)C=O. The product is [Cl:19][C:20]1[C:28]2[C:23](=[CH:24][CH:25]=[CH:26][CH:27]=2)[N:22]([C:29]2[CH:48]=[CH:47][C:32]([CH2:33][NH:34][C:35]([C:37]3([NH:40][C:9]([C:6]4[CH:5]=[C:4]([CH:1]5[CH2:2][CH2:3]5)[O:8][N:7]=4)=[O:11])[CH2:39][CH2:38]3)=[O:36])=[CH:31][CH:30]=2)[C:21]=1[C:50]1[N:51]=[N:52][N:53]([CH3:55])[N:54]=1. The yield is 0.310.